Predict the reaction yield, written as a fraction of the theoretical maximum amount of product (1.0 means a 100% yield; for example, 0.34 means a 34% yield). From a dataset of Reaction yield outcomes from USPTO patents with 853,638 reactions. (1) The reactants are [Li+].[BH4-].[C:3]([O:7][C:8]([N:10]1[CH2:15][CH2:14][C:13]2[N:16]([CH2:29][CH2:30][C:31](OC)=[O:32])[N:17]=[C:18]([C:19]3[CH:24]=[CH:23][C:22]([C:25]([F:28])([F:27])[F:26])=[CH:21][CH:20]=3)[C:12]=2[CH2:11]1)=[O:9])([CH3:6])([CH3:5])[CH3:4]. The catalyst is C1COCC1. The product is [C:3]([O:7][C:8]([N:10]1[CH2:15][CH2:14][C:13]2[N:16]([CH2:29][CH2:30][CH2:31][OH:32])[N:17]=[C:18]([C:19]3[CH:24]=[CH:23][C:22]([C:25]([F:28])([F:26])[F:27])=[CH:21][CH:20]=3)[C:12]=2[CH2:11]1)=[O:9])([CH3:6])([CH3:5])[CH3:4]. The yield is 0.950. (2) The reactants are [NH2:1][CH2:2][CH2:3][CH2:4][CH2:5][C@H:6]([N:20](NC(OC(C)(C)C)=O)[C:21](=[O:30])[O:22][CH2:23][C:24]1[CH:29]=[CH:28][CH:27]=[CH:26][CH:25]=1)[C:7](=[O:19])[NH:8][C:9]1[CH:10]=[CH:11][CH:12]=[C:13]2[C:18]=1[N:17]=[CH:16][CH:15]=[CH:14]2.[ClH:39]. The catalyst is O1CCOCC1. The product is [ClH:39].[ClH:39].[NH2:1][CH2:2][CH2:3][CH2:4][CH2:5][C@H:6]([NH:20][C:21](=[O:30])[O:22][CH2:23][C:24]1[CH:25]=[CH:26][CH:27]=[CH:28][CH:29]=1)[C:7](=[O:19])[NH:8][C:9]1[CH:10]=[CH:11][CH:12]=[C:13]2[C:18]=1[N:17]=[CH:16][CH:15]=[CH:14]2. The yield is 1.00. (3) The reactants are Cl.[CH3:2][NH:3][O:4][CH3:5].F[P-](F)(F)(F)(F)F.C[N+](C)=C(N(C)C)ON1C2N=CC=CC=2N=N1.C(N(CC)C(C)C)(C)C.[Br:39][C:40]1[CH:41]=[CH:42][C:43]([C:46]([OH:48])=O)=[N:44][CH:45]=1. The product is [Br:39][C:40]1[CH:41]=[CH:42][C:43]([C:46]([N:3]([O:4][CH3:5])[CH3:2])=[O:48])=[N:44][CH:45]=1. The yield is 0.600. The catalyst is CN(C)C=O. (4) The reactants are [F:1][C:2]1[CH:10]=[CH:9][C:5]([C:6](Cl)=[O:7])=[CH:4][CH:3]=1.[Br:11][C:12]1[CH:18]=[CH:17][C:15]([NH2:16])=[CH:14][CH:13]=1.S(=O)(=O)(O)O.C(O)(=O)C. The catalyst is [Cl-].[Zn+2].[Cl-].O. The product is [NH2:16][C:15]1[CH:17]=[CH:18][C:12]([Br:11])=[CH:13][C:14]=1[C:6]([C:5]1[CH:9]=[CH:10][C:2]([F:1])=[CH:3][CH:4]=1)=[O:7]. The yield is 0.460. (5) The reactants are Cl.C(N=C=NCCCN(C)C)C.[O:13]1[CH2:18][CH2:17][CH:16]([O:19][C:20]([NH:22][C:23]2([C:29]([OH:31])=O)[CH2:28][CH2:27][CH2:26][CH2:25][CH2:24]2)=[O:21])[CH2:15][CH2:14]1.[NH2:32][C@@H:33]([CH:47]([CH3:49])[CH3:48])[C@@H:34]([OH:46])[C:35]([NH:37][C@H:38]1[CH2:44][CH2:43][CH2:42][CH2:41][NH:40][C:39]1=[O:45])=[O:36].ON1C2C=CC=CC=2N=N1.C(N(CC)CC)C. The catalyst is ClCCl. The product is [O:13]1[CH2:14][CH2:15][CH:16]([O:19][C:20](=[O:21])[NH:22][C:23]2([C:29]([NH:32][C@@H:33]([CH:47]([CH3:49])[CH3:48])[C@@H:34]([OH:46])[C:35]([NH:37][C@H:38]3[CH2:44][CH2:43][CH2:42][CH2:41][NH:40][C:39]3=[O:45])=[O:36])=[O:31])[CH2:24][CH2:25][CH2:26][CH2:27][CH2:28]2)[CH2:17][CH2:18]1. The yield is 0.900. (6) The reactants are [NH2:1][C:2]1[C:3]([F:22])=[CH:4][C:5]([F:21])=[C:6]([C:8]2[C:9](=[O:20])[N:10]([CH3:19])[C:11]3[C:16]([CH:17]=2)=[CH:15][N:14]=[C:13](Cl)[CH:12]=3)[CH:7]=1.[CH3:23][O:24][C:25]1[CH:33]=[CH:32][C:28]([CH2:29][NH:30][CH3:31])=[CH:27][CH:26]=1. No catalyst specified. The product is [CH3:23][O:24][C:25]1[CH:33]=[CH:32][C:28]([CH2:29][N:30]([CH3:31])[C:13]2[CH:12]=[C:11]3[C:16]([CH:17]=[C:8]([C:6]4[CH:7]=[C:2]([NH2:1])[C:3]([F:22])=[CH:4][C:5]=4[F:21])[C:9](=[O:20])[N:10]3[CH3:19])=[CH:15][N:14]=2)=[CH:27][CH:26]=1. The yield is 0.910. (7) The reactants are [F:1][C:2]1[CH:7]=[C:6]([C:8]2[CH:9]=[C:10]3[C:16]([C:17]4[CH:18]=[N:19][N:20]([CH2:22][C:23]5[CH:28]=[CH:27][CH:26]=[C:25]([F:29])[CH:24]=5)[CH:21]=4)=[CH:15][NH:14][C:11]3=[N:12][CH:13]=2)[CH:5]=[CH:4][C:3]=1[N:30]1[CH2:35][CH2:34][N:33](C(OC(C)(C)C)=O)[CH2:32][CH2:31]1. The catalyst is C(O)(C(F)(F)F)=O.C(Cl)Cl. The product is [F:1][C:2]1[CH:7]=[C:6]([C:8]2[CH:9]=[C:10]3[C:16]([C:17]4[CH:18]=[N:19][N:20]([CH2:22][C:23]5[CH:28]=[CH:27][CH:26]=[C:25]([F:29])[CH:24]=5)[CH:21]=4)=[CH:15][NH:14][C:11]3=[N:12][CH:13]=2)[CH:5]=[CH:4][C:3]=1[N:30]1[CH2:35][CH2:34][NH:33][CH2:32][CH2:31]1. The yield is 0.930. (8) The product is [CH3:12][N:13]([CH3:17])[CH2:14][CH2:15][NH:16][C:2]1[CH:11]=[CH:10][C:5]([C:6]([O:8][CH3:9])=[O:7])=[CH:4][CH:3]=1. The reactants are I[C:2]1[CH:11]=[CH:10][C:5]([C:6]([O:8][CH3:9])=[O:7])=[CH:4][CH:3]=1.[CH3:12][N:13]([CH3:17])[CH2:14][CH2:15][NH2:16].C(=O)([O-])[O-].[Cs+].[Cs+].C(C1CCCCC1=O)(=O)C. The catalyst is CN(C)C=O.[Cu]I. The yield is 0.990. (9) The reactants are [C:1]([C:3]1[C:4]([C:20]([F:23])([F:22])[F:21])=[C:5]2[C:9](=[CH:10][CH:11]=1)[N:8]([CH2:12][C:13](=[NH:16])[NH:14][OH:15])[C:7]([CH2:17][CH2:18][CH3:19])=[CH:6]2)#[N:2].[F:24][C:25]1[CH:26]=[C:27]([CH:31]=[C:32]([F:35])[C:33]=1[F:34])[C:28](Cl)=O.C(N(CC)C(C)C)(C)C. The catalyst is C(#N)C. The product is [CH2:17]([C:7]1[N:8]([CH2:12][C:13]2[N:16]=[C:28]([C:27]3[CH:26]=[C:25]([F:24])[C:33]([F:34])=[C:32]([F:35])[CH:31]=3)[O:15][N:14]=2)[C:9]2[C:5]([CH:6]=1)=[C:4]([C:20]([F:22])([F:23])[F:21])[C:3]([C:1]#[N:2])=[CH:11][CH:10]=2)[CH2:18][CH3:19]. The yield is 0.450.